Dataset: Forward reaction prediction with 1.9M reactions from USPTO patents (1976-2016). Task: Predict the product of the given reaction. (1) Given the reactants Cl[S:2]([N:5]=[C:6]=[O:7])(=[O:4])=[O:3].[C:8]([OH:12])([CH3:11])([CH3:10])[CH3:9].[CH3:13][O:14][C:15](=[O:39])[CH2:16][NH:17][C:18]1[CH:23]=[C:22]([O:24][C:25]2[CH:30]=[CH:29][CH:28]=[CH:27][CH:26]=2)[CH:21]=[CH:20][C:19]=1[O:31][CH2:32][C:33]1[CH:38]=[CH:37][CH:36]=[CH:35][CH:34]=1.C(N(CC)CC)C, predict the reaction product. The product is: [CH3:13][O:14][C:15](=[O:39])[CH2:16][N:17]([S:2](=[O:4])(=[O:3])[NH:5][C:6]([O:12][C:8]([CH3:11])([CH3:10])[CH3:9])=[O:7])[C:18]1[CH:23]=[C:22]([O:24][C:25]2[CH:30]=[CH:29][CH:28]=[CH:27][CH:26]=2)[CH:21]=[CH:20][C:19]=1[O:31][CH2:32][C:33]1[CH:38]=[CH:37][CH:36]=[CH:35][CH:34]=1. (2) Given the reactants [CH2:1]([O:3][C:4]([C:6]1[CH:7]=[C:8]([CH:12]=[C:13]([C:15]2([C:20]#[N:21])[CH2:19][CH2:18][CH2:17][CH2:16]2)[CH:14]=1)[C:9](O)=[O:10])=[O:5])[CH3:2].B.O1CCCC1, predict the reaction product. The product is: [NH2:21][CH2:20][C:15]1([C:13]2[CH:14]=[C:6]([CH:7]=[C:8]([CH2:9][OH:10])[CH:12]=2)[C:4]([O:3][CH2:1][CH3:2])=[O:5])[CH2:19][CH2:18][CH2:17][CH2:16]1.[C:20]([C:15]1([C:13]2[CH:14]=[C:6]([CH:7]=[C:8]([CH2:9][OH:10])[CH:12]=2)[C:4]([O:3][CH2:1][CH3:2])=[O:5])[CH2:19][CH2:18][CH2:17][CH2:16]1)#[N:21].